Dataset: Catalyst prediction with 721,799 reactions and 888 catalyst types from USPTO. Task: Predict which catalyst facilitates the given reaction. (1) Reactant: [C:1]([O:5][C:6]([N:8]1[CH2:12][C@H:11]([C:13]2[CH:18]=[CH:17][CH:16]=[CH:15][CH:14]=2)[CH2:10][C@H:9]1[CH2:19]OS(C)(=O)=O)=[O:7])([CH3:4])([CH3:3])[CH3:2].[Li].CN([BH3-])C.C(B(CC)CC)C. Product: [C:1]([O:5][C:6]([N:8]1[CH2:12][C@H:11]([C:13]2[CH:18]=[CH:17][CH:16]=[CH:15][CH:14]=2)[CH2:10][C@H:9]1[CH3:19])=[O:7])([CH3:4])([CH3:2])[CH3:3]. The catalyst class is: 7. (2) Reactant: [OH:1][C:2]1[CH:3]=[CH:4][C:5]([C:8]([O:10][CH3:11])=[O:9])=[N:6][CH:7]=1.[H-].[Na+].Br[C:15]1[C:19]2[CH:20]=[CH:21][C:22]([O:24][CH3:25])=[CH:23][C:18]=2[S:17](=[O:26])[C:16]=1[C:27]1[CH:32]=[CH:31][C:30]([O:33][CH3:34])=[CH:29][CH:28]=1. Product: [CH3:25][O:24][C:22]1[CH:21]=[CH:20][C:19]2[C:15]([O:1][C:2]3[CH:3]=[CH:4][C:5]([C:8]([O:10][CH3:11])=[O:9])=[N:6][CH:7]=3)=[C:16]([C:27]3[CH:32]=[CH:31][C:30]([O:33][CH3:34])=[CH:29][CH:28]=3)[S:17](=[O:26])[C:18]=2[CH:23]=1. The catalyst class is: 3. (3) Reactant: [C:1]([C:7]1[CH:15]=[CH:14][CH:13]=[CH:12][C:8]=1[C:9]([O-:11])=[O:10])(=[O:6])[CH2:2][CH2:3][CH2:4][CH3:5].[Na+].[Cl-].[Cl-].[Ca+2:19].[Na]. Product: [C:1]([C:7]1[CH:15]=[CH:14][CH:13]=[CH:12][C:8]=1[C:9]([O-:11])=[O:10])(=[O:6])[CH2:2][CH2:3][CH2:4][CH3:5].[Ca+2:19].[C:1]([C:7]1[CH:15]=[CH:14][CH:13]=[CH:12][C:8]=1[C:9]([O-:11])=[O:10])(=[O:6])[CH2:2][CH2:3][CH2:4][CH3:5]. The catalyst class is: 6. (4) Reactant: C[O:2][C:3](=[O:17])[CH2:4][C:5]1[CH:6]=[C:7]2[C:12](=[CH:13][C:14]=1[F:15])[N:11]=[CH:10][C:9]([Br:16])=[CH:8]2. Product: [Br:16][C:9]1[CH:10]=[N:11][C:12]2[C:7]([CH:8]=1)=[CH:6][C:5]([CH2:4][C:3]([OH:17])=[O:2])=[C:14]([F:15])[CH:13]=2. The catalyst class is: 74. (5) Reactant: [C:1]([C:3]1[CH:8]=[CH:7][C:6]([C:9]2[CH:10]=[N:11][N:12]([C:16]3[CH:25]=[CH:24][C:19]([C:20]([O:22]C)=[O:21])=[CH:18][N:17]=3)[C:13]=2[O:14]C)=[C:5]([F:26])[CH:4]=1)#[N:2].[Cl-].[Li+].[OH-].[Li+].Cl. Product: [C:1]([C:3]1[CH:8]=[CH:7][C:6]([C:9]2[CH:10]=[N:11][N:12]([C:16]3[CH:25]=[CH:24][C:19]([C:20]([OH:22])=[O:21])=[CH:18][N:17]=3)[C:13]=2[OH:14])=[C:5]([F:26])[CH:4]=1)#[N:2]. The catalyst class is: 60. (6) The catalyst class is: 21. Product: [CH:4]12[CH2:14][CH:8]([CH2:7][C:6](=[O:19])[CH2:5]1)[CH2:9][C:2](=[O:1])[CH2:3]2. Reactant: [OH:1][C:2]1[CH:9](C(OC)=O)[CH:8]2[CH2:14][CH:4]([CH:5](C(OC)=O)[C:6]([OH:19])=[C:7]2C(OC)=O)[C:3]=1C(OC)=O.Cl.O.C(O)(=O)C. (7) Reactant: [NH2:1][C@@H:2]([C:6]1[N:15]([CH2:16][C:17]2[CH:22]=[CH:21][CH:20]=[CH:19][CH:18]=2)[C:14](=[O:23])[C:13]2[C:8](=[CH:9][C:10]([Cl:24])=[CH:11][CH:12]=2)[N:7]=1)[CH:3]([CH3:5])[CH3:4].[C:25]([O:29][C:30](=[O:49])[NH:31][C@H:32]([CH:47]=O)[CH2:33][CH2:34][CH2:35][NH:36][C:37]([O:39][CH2:40][C:41]1[CH:46]=[CH:45][CH:44]=[CH:43][CH:42]=1)=[O:38])([CH3:28])([CH3:27])[CH3:26].C(O[BH-](OC(=O)C)OC(=O)C)(=O)C.[Na+]. Product: [C:25]([O:29][C:30](=[O:49])[NH:31][C@H:32]([CH2:47][NH:1][C@@H:2]([C:6]1[N:15]([CH2:16][C:17]2[CH:18]=[CH:19][CH:20]=[CH:21][CH:22]=2)[C:14](=[O:23])[C:13]2[C:8](=[CH:9][C:10]([Cl:24])=[CH:11][CH:12]=2)[N:7]=1)[CH:3]([CH3:5])[CH3:4])[CH2:33][CH2:34][CH2:35][NH:36][C:37]([O:39][CH2:40][C:41]1[CH:42]=[CH:43][CH:44]=[CH:45][CH:46]=1)=[O:38])([CH3:28])([CH3:26])[CH3:27]. The catalyst class is: 2.